Dataset: NCI-60 drug combinations with 297,098 pairs across 59 cell lines. Task: Regression. Given two drug SMILES strings and cell line genomic features, predict the synergy score measuring deviation from expected non-interaction effect. (1) Drug 1: C1=NC2=C(N=C(N=C2N1C3C(C(C(O3)CO)O)F)Cl)N. Drug 2: CCC1(CC2CC(C3=C(CCN(C2)C1)C4=CC=CC=C4N3)(C5=C(C=C6C(=C5)C78CCN9C7C(C=CC9)(C(C(C8N6C)(C(=O)OC)O)OC(=O)C)CC)OC)C(=O)OC)O.OS(=O)(=O)O. Cell line: SK-MEL-28. Synergy scores: CSS=-1.76, Synergy_ZIP=2.75, Synergy_Bliss=0.699, Synergy_Loewe=-0.656, Synergy_HSA=-2.18. (2) Drug 1: C1C(C(OC1N2C=C(C(=O)NC2=O)F)CO)O. Drug 2: C1CNP(=O)(OC1)N(CCCl)CCCl. Cell line: BT-549. Synergy scores: CSS=15.7, Synergy_ZIP=-1.08, Synergy_Bliss=-2.41, Synergy_Loewe=-11.7, Synergy_HSA=-1.92. (3) Drug 2: C1=CC(=CC=C1CCC2=CNC3=C2C(=O)NC(=N3)N)C(=O)NC(CCC(=O)O)C(=O)O. Drug 1: COC1=C(C=C2C(=C1)N=CN=C2NC3=CC(=C(C=C3)F)Cl)OCCCN4CCOCC4. Cell line: SK-MEL-2. Synergy scores: CSS=21.4, Synergy_ZIP=-5.71, Synergy_Bliss=-4.86, Synergy_Loewe=-5.25, Synergy_HSA=-1.33. (4) Drug 1: C1=CC=C(C=C1)NC(=O)CCCCCCC(=O)NO. Drug 2: CC(C)NC(=O)C1=CC=C(C=C1)CNNC.Cl. Cell line: HCT-15. Synergy scores: CSS=-0.987, Synergy_ZIP=1.83, Synergy_Bliss=0.447, Synergy_Loewe=-49.2, Synergy_HSA=-6.95. (5) Drug 1: CCN(CC)CCNC(=O)C1=C(NC(=C1C)C=C2C3=C(C=CC(=C3)F)NC2=O)C. Drug 2: C1=NNC2=C1C(=O)NC=N2. Cell line: OVCAR3. Synergy scores: CSS=-3.75, Synergy_ZIP=1.92, Synergy_Bliss=-0.817, Synergy_Loewe=-6.44, Synergy_HSA=-6.79. (6) Drug 1: C1=NC2=C(N=C(N=C2N1C3C(C(C(O3)CO)O)O)F)N. Drug 2: COC1=C2C(=CC3=C1OC=C3)C=CC(=O)O2. Cell line: A498. Synergy scores: CSS=-4.13, Synergy_ZIP=-0.139, Synergy_Bliss=-2.82, Synergy_Loewe=-7.27, Synergy_HSA=-5.73. (7) Cell line: SNB-19. Drug 1: C1C(C(OC1N2C=NC3=C(N=C(N=C32)Cl)N)CO)O. Synergy scores: CSS=42.4, Synergy_ZIP=1.57, Synergy_Bliss=2.32, Synergy_Loewe=-63.9, Synergy_HSA=1.38. Drug 2: C1CNP(=O)(OC1)N(CCCl)CCCl. (8) Drug 1: C1C(C(OC1N2C=NC3=C(N=C(N=C32)Cl)N)CO)O. Drug 2: CC1CCCC2(C(O2)CC(NC(=O)CC(C(C(=O)C(C1O)C)(C)C)O)C(=CC3=CSC(=N3)C)C)C. Cell line: HCT116. Synergy scores: CSS=73.7, Synergy_ZIP=-2.52, Synergy_Bliss=-6.00, Synergy_Loewe=-4.70, Synergy_HSA=-1.76. (9) Drug 1: CC1=C(C=C(C=C1)NC2=NC=CC(=N2)N(C)C3=CC4=NN(C(=C4C=C3)C)C)S(=O)(=O)N.Cl. Drug 2: CCC1=CC2CC(C3=C(CN(C2)C1)C4=CC=CC=C4N3)(C5=C(C=C6C(=C5)C78CCN9C7C(C=CC9)(C(C(C8N6C)(C(=O)OC)O)OC(=O)C)CC)OC)C(=O)OC.C(C(C(=O)O)O)(C(=O)O)O. Cell line: UO-31. Synergy scores: CSS=3.96, Synergy_ZIP=-3.84, Synergy_Bliss=-3.14, Synergy_Loewe=-1.08, Synergy_HSA=-0.203. (10) Synergy scores: CSS=89.7, Synergy_ZIP=4.48, Synergy_Bliss=4.24, Synergy_Loewe=1.18, Synergy_HSA=6.11. Drug 2: CCCCC(=O)OCC(=O)C1(CC(C2=C(C1)C(=C3C(=C2O)C(=O)C4=C(C3=O)C=CC=C4OC)O)OC5CC(C(C(O5)C)O)NC(=O)C(F)(F)F)O. Drug 1: CC1=C(C(=CC=C1)Cl)NC(=O)C2=CN=C(S2)NC3=CC(=NC(=N3)C)N4CCN(CC4)CCO. Cell line: K-562.